Dataset: NCI-60 drug combinations with 297,098 pairs across 59 cell lines. Task: Regression. Given two drug SMILES strings and cell line genomic features, predict the synergy score measuring deviation from expected non-interaction effect. (1) Drug 1: COC1=CC(=CC(=C1O)OC)C2C3C(COC3=O)C(C4=CC5=C(C=C24)OCO5)OC6C(C(C7C(O6)COC(O7)C8=CC=CS8)O)O. Drug 2: CC1=C(C(=CC=C1)Cl)NC(=O)C2=CN=C(S2)NC3=CC(=NC(=N3)C)N4CCN(CC4)CCO. Cell line: HCT116. Synergy scores: CSS=61.5, Synergy_ZIP=0.435, Synergy_Bliss=0.425, Synergy_Loewe=2.73, Synergy_HSA=3.95. (2) Drug 1: C#CCC(CC1=CN=C2C(=N1)C(=NC(=N2)N)N)C3=CC=C(C=C3)C(=O)NC(CCC(=O)O)C(=O)O. Drug 2: C(CC(=O)O)C(=O)CN.Cl. Cell line: HCC-2998. Synergy scores: CSS=25.3, Synergy_ZIP=-0.382, Synergy_Bliss=-1.64, Synergy_Loewe=2.66, Synergy_HSA=0.738. (3) Cell line: T-47D. Synergy scores: CSS=2.61, Synergy_ZIP=0.0571, Synergy_Bliss=3.51, Synergy_Loewe=2.15, Synergy_HSA=2.45. Drug 2: C1C(C(OC1N2C=NC3=C(N=C(N=C32)Cl)N)CO)O. Drug 1: CNC(=O)C1=CC=CC=C1SC2=CC3=C(C=C2)C(=NN3)C=CC4=CC=CC=N4. (4) Drug 1: C#CCC(CC1=CN=C2C(=N1)C(=NC(=N2)N)N)C3=CC=C(C=C3)C(=O)NC(CCC(=O)O)C(=O)O. Drug 2: C1C(C(OC1N2C=NC(=NC2=O)N)CO)O. Cell line: COLO 205. Synergy scores: CSS=21.9, Synergy_ZIP=-4.49, Synergy_Bliss=-2.31, Synergy_Loewe=4.49, Synergy_HSA=1.61.